This data is from Forward reaction prediction with 1.9M reactions from USPTO patents (1976-2016). The task is: Predict the product of the given reaction. (1) Given the reactants [C@H:1]([NH:5][C:6]([C:8]1[CH:9]=[C:10]([CH:25]=[CH:26][CH:27]=1)[CH2:11][N:12]1[CH2:17][CH2:16][N:15](C(OC(C)(C)C)=O)[CH2:14][CH2:13]1)=[O:7])([CH2:3][CH3:4])[CH3:2].FC(F)(F)C(O)=O, predict the reaction product. The product is: [C@H:1]([NH:5][C:6](=[O:7])[C:8]1[CH:27]=[CH:26][CH:25]=[C:10]([CH2:11][N:12]2[CH2:13][CH2:14][NH:15][CH2:16][CH2:17]2)[CH:9]=1)([CH2:3][CH3:4])[CH3:2]. (2) Given the reactants CC1(C)C(C)(C)OB([C:9]2[CH2:10][CH2:11][N:12]([C:15]([O:17][C:18]([CH3:21])([CH3:20])[CH3:19])=[O:16])[CH2:13][CH:14]=2)O1.C([O-])([O-])=O.[K+].[K+].Br[C:30]1[C:31]([F:48])=[CH:32][C:33]([F:47])=[C:34]([NH:36][C:37](=[O:46])[O:38][CH2:39][C:40]2[CH:45]=[CH:44][CH:43]=[CH:42][CH:41]=2)[CH:35]=1, predict the reaction product. The product is: [CH2:39]([O:38][C:37]([NH:36][C:34]1[C:33]([F:47])=[CH:32][C:31]([F:48])=[C:30]([C:9]2[CH2:10][CH2:11][N:12]([C:15]([O:17][C:18]([CH3:19])([CH3:20])[CH3:21])=[O:16])[CH2:13][CH:14]=2)[CH:35]=1)=[O:46])[C:40]1[CH:45]=[CH:44][CH:43]=[CH:42][CH:41]=1. (3) Given the reactants [CH3:1][C:2]1[C:6]([C:7]2[C:8]([O:28][CH3:29])=[CH:9][C:10]3[C:11]4[N:19]([CH2:20][CH:21]5[CH2:26][CH2:25][O:24][CH2:23][CH2:22]5)[C:18](=O)[NH:17][C:12]=4[CH:13]=[N:14][C:15]=3[CH:16]=2)=[C:5]([CH3:30])[O:4][N:3]=1.O=P(Cl)(Cl)Cl.P(Cl)(Cl)(Cl)(Cl)Cl.[NH:42]1[CH2:47][CH2:46][O:45][CH2:44][CH2:43]1, predict the reaction product. The product is: [CH3:1][C:2]1[C:6]([C:7]2[C:8]([O:28][CH3:29])=[CH:9][C:10]3[C:11]4[N:19]([CH2:20][CH:21]5[CH2:22][CH2:23][O:24][CH2:25][CH2:26]5)[C:18]([N:42]5[CH2:47][CH2:46][O:45][CH2:44][CH2:43]5)=[N:17][C:12]=4[CH:13]=[N:14][C:15]=3[CH:16]=2)=[C:5]([CH3:30])[O:4][N:3]=1. (4) Given the reactants [Cl:1][C:2]1[N:7]=[C:6]([NH:8][C:9]2[CH:10]=[C:11]3[C:15](=[CH:16][CH:17]=2)[NH:14][N:13]=[CH:12]3)[CH:5]=[CH:4][N:3]=1.[CH3:18][C:19]([O:22][C:23](O[C:23]([O:22][C:19]([CH3:21])([CH3:20])[CH3:18])=[O:24])=[O:24])([CH3:21])[CH3:20], predict the reaction product. The product is: [C:19]([O:22][C:23]([N:8]([C:6]1[CH:5]=[CH:4][N:3]=[C:2]([Cl:1])[N:7]=1)[C:9]1[CH:10]=[C:11]2[C:15](=[CH:16][CH:17]=1)[N:14]([C:23]([O:22][C:19]([CH3:21])([CH3:20])[CH3:18])=[O:24])[N:13]=[CH:12]2)=[O:24])([CH3:21])([CH3:20])[CH3:18]. (5) Given the reactants [C:1]([O:7][CH2:8][CH:9]=[CH2:10])(=[O:6])[CH2:2][C:3]([CH3:5])=O.[C:11]([C:13]1[CH:20]=[CH:19][C:16]([CH:17]=O)=[C:15]([N+:21]([O-:23])=[O:22])[CH:14]=1)#[N:12].[F:24][C:25]([F:37])([F:36])[C:26]1[CH:27]=[C:28]([NH:32][C:33]([NH2:35])=[O:34])[CH:29]=[CH:30][CH:31]=1.P(OCC)(OCC)(OCC)=O, predict the reaction product. The product is: [C:11]([C:13]1[CH:20]=[CH:19][C:16]([CH:17]2[C:2]([C:1]([O:7][CH2:8][CH:9]=[CH2:10])=[O:6])=[C:3]([CH3:5])[N:32]([C:28]3[CH:29]=[CH:30][CH:31]=[C:26]([C:25]([F:36])([F:37])[F:24])[CH:27]=3)[C:33](=[O:34])[NH:35]2)=[C:15]([N+:21]([O-:23])=[O:22])[CH:14]=1)#[N:12]. (6) Given the reactants [OH:1][C:2]1[CH:3]=[C:4]([CH:9]=[CH:10][C:11]=1[O:12][CH3:13])[C:5]([O:7][CH3:8])=[O:6].C(N(C(C)C)C(C)C)C.[C:23]([Si:27](Cl)([CH3:29])[CH3:28])([CH3:26])([CH3:25])[CH3:24].O, predict the reaction product. The product is: [Si:27]([O:1][C:2]1[CH:3]=[C:4]([CH:9]=[CH:10][C:11]=1[O:12][CH3:13])[C:5]([O:7][CH3:8])=[O:6])([C:23]([CH3:26])([CH3:25])[CH3:24])([CH3:29])[CH3:28]. (7) Given the reactants [CH2:1]([C@:3]1([OH:28])[C:25]2[CH:24]=[C:23]3[N:10]([CH2:11][C:12]4[C:13]3=[N:14][C:15]3[CH:16]=[C:17]([F:22])[CH:18]=[CH:19][C:20]=3[CH:21]=4)[C:9](=[O:26])[C:8]=2[CH2:7][O:6][C:5](=[O:27])[CH2:4]1)[CH3:2].[F:29][C:30]([F:36])([F:35])[CH2:31][CH2:32]C=O, predict the reaction product. The product is: [CH2:1]([C@:3]1([OH:28])[C:25]2[CH:24]=[C:23]3[N:10]([CH2:11][C:12]4[C:13]3=[N:14][C:15]3[CH:16]=[C:17]([F:22])[CH:18]=[CH:19][C:20]=3[C:21]=4[CH2:32][CH2:31][C:30]([F:36])([F:35])[F:29])[C:9](=[O:26])[C:8]=2[CH2:7][O:6][C:5](=[O:27])[CH2:4]1)[CH3:2]. (8) Given the reactants C(C([N:7]([CH2:20][C@@H:21]1[C@@H:25]([C:26]2[CH:31]=[CH:30][CH:29]=[CH:28][CH:27]=2)[CH2:24][N:23]([C:32]([C:34]2[CH:46]=[CH:45][C:37]([O:38][CH2:39][C:40]([O:42][CH2:43][CH3:44])=[O:41])=[CH:36][CH:35]=2)=[O:33])[CH2:22]1)[C@@H:8]([C:10]1[C:19]2[C:14](=[CH:15][CH:16]=[CH:17][CH:18]=2)[CH:13]=[CH:12][CH:11]=1)[CH3:9])=O)(C)(C)C.Cl.O1CCOCC1, predict the reaction product. The product is: [C:10]1([C@H:8]([NH:7][CH2:20][C@@H:21]2[C@@H:25]([C:26]3[CH:31]=[CH:30][CH:29]=[CH:28][CH:27]=3)[CH2:24][N:23]([C:32]([C:34]3[CH:35]=[CH:36][C:37]([O:38][CH2:39][C:40]([O:42][CH2:43][CH3:44])=[O:41])=[CH:45][CH:46]=3)=[O:33])[CH2:22]2)[CH3:9])[C:19]2[C:14](=[CH:15][CH:16]=[CH:17][CH:18]=2)[CH:13]=[CH:12][CH:11]=1. (9) Given the reactants [OH:1][C:2]1[CH:3]=[C:4]([CH2:8][C:9]([O:11][CH2:12][CH3:13])=[O:10])[CH:5]=[CH:6][CH:7]=1.C(=O)([O-])[O-].[K+].[K+].[CH2:20](Br)[C:21]1[CH:26]=[CH:25][CH:24]=[CH:23][CH:22]=1, predict the reaction product. The product is: [CH2:20]([O:1][C:2]1[CH:3]=[C:4]([CH2:8][C:9]([O:11][CH2:12][CH3:13])=[O:10])[CH:5]=[CH:6][CH:7]=1)[C:21]1[CH:26]=[CH:25][CH:24]=[CH:23][CH:22]=1. (10) Given the reactants Br[C:2]1[CH:3]=[C:4]2[C:9](=[CH:10][CH:11]=1)[N:8]=[CH:7][C:6]([C:12]([CH:14]1[CH2:16][CH2:15]1)=[O:13])=[C:5]2[N:17]1[CH2:22][CH2:21][CH:20]([CH2:23][N:24]([CH3:26])[CH3:25])[CH2:19][CH2:18]1.[Cl:27][C:28]1[CH:33]=[C:32](B2CC(C)(C)C(C)(C)C2)[CH:31]=[C:30]([O:43][CH3:44])[C:29]=1[OH:45], predict the reaction product. The product is: [Cl:27][C:28]1[CH:33]=[C:32]([C:2]2[CH:3]=[C:4]3[C:9](=[CH:10][CH:11]=2)[N:8]=[CH:7][C:6]([C:12]([CH:14]2[CH2:16][CH2:15]2)=[O:13])=[C:5]3[N:17]2[CH2:22][CH2:21][CH:20]([CH2:23][N:24]([CH3:26])[CH3:25])[CH2:19][CH2:18]2)[CH:31]=[C:30]([O:43][CH3:44])[C:29]=1[OH:45].